This data is from NCI-60 drug combinations with 297,098 pairs across 59 cell lines. The task is: Regression. Given two drug SMILES strings and cell line genomic features, predict the synergy score measuring deviation from expected non-interaction effect. Drug 1: C1=CC(=CC=C1CCCC(=O)O)N(CCCl)CCCl. Drug 2: CN1C2=C(C=C(C=C2)N(CCCl)CCCl)N=C1CCCC(=O)O.Cl. Cell line: HL-60(TB). Synergy scores: CSS=71.3, Synergy_ZIP=8.17, Synergy_Bliss=6.89, Synergy_Loewe=-5.07, Synergy_HSA=7.80.